From a dataset of Catalyst prediction with 721,799 reactions and 888 catalyst types from USPTO. Predict which catalyst facilitates the given reaction. (1) Reactant: [Br:1][C:2]1[N:6]([C:7]([CH3:10])([CH3:9])[CH3:8])[N:5]=[CH:4][C:3]=1[CH2:11]O.P(Br)(Br)[Br:14]. Product: [Br:1][C:2]1[N:6]([C:7]([CH3:10])([CH3:9])[CH3:8])[N:5]=[CH:4][C:3]=1[CH2:11][Br:14]. The catalyst class is: 4. (2) Reactant: C(N(CC)CC)C.F[P-](F)(F)(F)(F)F.N1(OC(N(C)C)=[N+](C)C)C2N=CC=CC=2N=N1.[O:32]=[C:33]1[C:44]2[C:45]3[C:37](=[C:38]([C:54]4[CH:59]=[CH:58][CH:57]=[CH:56][CH:55]=4)[NH:39][C:40]=3[CH:41]=[C:42]([NH:46][C:47](=[O:53])[CH2:48][CH2:49][C:50](O)=[O:51])[CH:43]=2)[CH:36]=[N:35][NH:34]1. Product: [O:32]=[C:33]1[C:44]2[C:45]3[C:37](=[C:38]([C:54]4[CH:55]=[CH:56][CH:57]=[CH:58][CH:59]=4)[NH:39][C:40]=3[CH:41]=[C:42]([N:46]3[C:50](=[O:51])[CH2:49][CH2:48][C:47]3=[O:53])[CH:43]=2)[CH:36]=[N:35][NH:34]1. The catalyst class is: 9. (3) Reactant: [Cl:1][C:2]1[CH:3]=[C:4]([CH:8]2[C:12]([C:15]3[CH:20]=[CH:19][C:18]([Cl:21])=[CH:17][CH:16]=3)([C:13]#[N:14])[CH:11]([CH2:22][C:23]([CH3:26])([CH3:25])[CH3:24])[NH:10][CH:9]2[C:27](O)=[O:28])[CH:5]=[CH:6][CH:7]=1.[CH3:30][C:31]([CH3:36])([CH3:35])[CH2:32][CH2:33][NH2:34].CN(C(ON1N=NC2C=CC=NC1=2)=[N+](C)C)C.F[P-](F)(F)(F)(F)F.CCN(C(C)C)C(C)C. The catalyst class is: 2. Product: [CH3:30][C:31]([CH3:36])([CH3:35])[CH2:32][CH2:33][NH:34][C:27]([CH:9]1[CH:8]([C:4]2[CH:5]=[CH:6][CH:7]=[C:2]([Cl:1])[CH:3]=2)[C:12]([C:15]2[CH:20]=[CH:19][C:18]([Cl:21])=[CH:17][CH:16]=2)([C:13]#[N:14])[CH:11]([CH2:22][C:23]([CH3:24])([CH3:26])[CH3:25])[NH:10]1)=[O:28]. (4) Reactant: [CH:1]1[NH:2][C:3]2[N:9]=[C:8]([NH2:10])[N:7]=[C:6](Cl)[C:4]=2[N:5]=1.C(N(CC)CC)C.C[O-:20].[Na+].O. The catalyst class is: 8. Product: [NH:7]1[C:6](=[O:20])[C:4]2[NH:5][CH:1]=[N:2][C:3]=2[N:9]=[C:8]1[NH2:10]. (5) Reactant: [CH2:1]([OH:7])[CH2:2][CH2:3][CH2:4][CH2:5][CH3:6].[Na].Cl[C:10]1[N:11]=[CH:12][C:13]([C:16]([O:18]C)=[O:17])=[N:14][CH:15]=1. Product: [CH2:1]([O:7][C:10]1[N:11]=[CH:12][C:13]([C:16]([OH:18])=[O:17])=[N:14][CH:15]=1)[CH2:2][CH2:3][CH2:4][CH2:5][CH3:6]. The catalyst class is: 2. (6) Reactant: [C:1]([O:5][C:6]([N:8]1[CH2:13][C@H:12]([CH2:14][OH:15])[N:11]([CH2:16][C:17]([N:19]2[C:27]3[C:22](=[CH:23][CH:24]=[C:25]([Cl:28])[CH:26]=3)[C:21]([CH3:30])([CH3:29])[CH2:20]2)=[O:18])[CH2:10][C@H:9]1[CH3:31])=[O:7])([CH3:4])([CH3:3])[CH3:2].[H-].[Na+].[CH3:34]I. Product: [C:1]([O:5][C:6]([N:8]1[CH2:13][C@H:12]([CH2:14][O:15][CH3:34])[N:11]([CH2:16][C:17]([N:19]2[C:27]3[C:22](=[CH:23][CH:24]=[C:25]([Cl:28])[CH:26]=3)[C:21]([CH3:30])([CH3:29])[CH2:20]2)=[O:18])[CH2:10][C@H:9]1[CH3:31])=[O:7])([CH3:4])([CH3:2])[CH3:3]. The catalyst class is: 3.